Dataset: Reaction yield outcomes from USPTO patents with 853,638 reactions. Task: Predict the reaction yield, written as a fraction of the theoretical maximum amount of product (1.0 means a 100% yield; for example, 0.34 means a 34% yield). (1) The reactants are [H-].[Na+].[Br:3][C:4]1[S:5][C:6]([C:10]2[NH:11][CH:12]=[CH:13][N:14]=2)=[C:7]([Br:9])[N:8]=1.[CH3:15][Si:16]([CH3:23])([CH3:22])[CH2:17][CH2:18][O:19][CH2:20]Cl. The catalyst is C1COCC1. The product is [Br:3][C:4]1[S:5][C:6]([C:10]2[N:14]([CH2:20][O:19][CH2:18][CH2:17][Si:16]([CH3:23])([CH3:22])[CH3:15])[CH:13]=[CH:12][N:11]=2)=[C:7]([Br:9])[N:8]=1. The yield is 0.816. (2) The reactants are [CH2:1]([O:8][C:9]1[CH:14]=[CH:13][C:12]([NH:15][C:16]2[C:25]3[C:20](=[CH:21][C:22]([F:36])=[C:23]([C:26]4[O:27][C:28]([CH:31]5OCC[O:32]5)=[CH:29][CH:30]=4)[CH:24]=3)[N:19]=[CH:18][N:17]=2)=[CH:11][CH:10]=1)[C:2]1[CH:7]=[CH:6][CH:5]=[CH:4][CH:3]=1.[ClH:37]. The catalyst is C1COCC1. The product is [ClH:37].[CH2:1]([O:8][C:9]1[CH:10]=[CH:11][C:12]([NH:15][C:16]2[C:25]3[C:20](=[CH:21][C:22]([F:36])=[C:23]([C:26]4[O:27][C:28]([CH:31]=[O:32])=[CH:29][CH:30]=4)[CH:24]=3)[N:19]=[CH:18][N:17]=2)=[CH:13][CH:14]=1)[C:2]1[CH:7]=[CH:6][CH:5]=[CH:4][CH:3]=1. The yield is 0.610. (3) The reactants are [Br:1][C:2]1[CH:3]=[CH:4][C:5]2[O:9][N:8]=[C:7]([NH2:10])[C:6]=2[CH:11]=1.[C:12](O[C:12]([O:14][C:15]([CH3:18])([CH3:17])[CH3:16])=[O:13])([O:14][C:15]([CH3:18])([CH3:17])[CH3:16])=[O:13]. The catalyst is O1CCCC1.CN(C1C=CN=CC=1)C. The product is [Br:1][C:2]1[CH:3]=[CH:4][C:5]2[O:9][N:8]=[C:7]([N:10]([C:12]([O:14][C:15]([CH3:18])([CH3:17])[CH3:16])=[O:13])[C:12]([O:14][C:15]([CH3:18])([CH3:17])[CH3:16])=[O:13])[C:6]=2[CH:11]=1. The yield is 0.580. (4) The reactants are [NH2:1][C:2]1[CH:3]=[N:4][CH:5]=[CH:6][C:7]=1[C:8]1[N:13]=[C:12]([S:14][CH3:15])[N:11]=[C:10]([N:16]([C:24]([O:26][C:27]([CH3:30])([CH3:29])[CH3:28])=[O:25])[C:17]([O:19][C:20]([CH3:23])([CH3:22])[CH3:21])=[O:18])[CH:9]=1.[NH2:31][C:32]1[C:33]([C:39](O)=[O:40])=[N:34][C:35]([Br:38])=[CH:36][CH:37]=1.C(Cl)CCl.C1C=NC2N(O)N=NC=2C=1. The catalyst is CN(C=O)C. The product is [NH2:31][C:32]1[C:33]([C:39]([NH:1][C:2]2[CH:3]=[N:4][CH:5]=[CH:6][C:7]=2[C:8]2[CH:9]=[C:10]([N:16]([C:24]([O:26][C:27]([CH3:30])([CH3:29])[CH3:28])=[O:25])[C:17]([O:19][C:20]([CH3:22])([CH3:23])[CH3:21])=[O:18])[N:11]=[C:12]([S:14][CH3:15])[N:13]=2)=[O:40])=[N:34][C:35]([Br:38])=[CH:36][CH:37]=1. The yield is 0.300. (5) The reactants are [Cl:1][C:2]1[C:7]([F:8])=[CH:6][C:5]([CH2:9][C@@H:10]2[CH2:14][O:13]C(C)(C)[O:11]2)=[CH:4][N:3]=1.CC(C)([O-])C.[Na+].C1(P(C2CCCCC2)C2C=CC=CC=2C2C(C(C)C)=CC(C(C)C)=CC=2C(C)C)CCCCC1.O. The catalyst is C1(C)C=CC=CC=1.[Pd].[Pd].C(=CC(C=CC1C=CC=CC=1)=O)C1C=CC=CC=1.C(=CC(C=CC1C=CC=CC=1)=O)C1C=CC=CC=1.C(=CC(C=CC1C=CC=CC=1)=O)C1C=CC=CC=1. The product is [Cl:1][C:2]1[N:3]=[CH:4][C:5]([CH2:9][C@@H:10]([OH:11])[CH2:14][OH:13])=[CH:6][C:7]=1[F:8]. The yield is 0.590. (6) The reactants are C(C1C=CC(C(C)C(OC2C=CC(C(OCC(O)CO)=O)=CC=2)=O)=CC=1)C(C)C.[CH:30]1[CH:31]=[CH:32][C:33]([C:36]([C:38]2[N:42]3[CH2:43][CH2:44][CH:45]([C:46]([OH:48])=[O:47])[C:41]3=[CH:40][CH:39]=2)=[O:37])=[CH:34][CH:35]=1.C1CCC(N=C=NC2CCCCC2)CC1.O[C:65]1[CH:85]=[CH:84][C:68]([C:69]([O:71][CH:72]2[CH2:77][O:76][CH:75]([C:78]3[CH:83]=[CH:82][CH:81]=[CH:80][CH:79]=3)[O:74][CH2:73]2)=[O:70])=[CH:67][CH:66]=1. The catalyst is CN(C1C=CN=CC=1)C.C1COCC1. The product is [C:36]([C:38]1[N:42]2[C:41](=[CH:40][CH:39]=1)[CH:45]([C:46]([O:48][C:65]1[CH:66]=[CH:67][C:68]([C:69]([O:71][CH:72]3[CH2:73][O:74][CH:75]([C:78]4[CH:83]=[CH:82][CH:81]=[CH:80][CH:79]=4)[O:76][CH2:77]3)=[O:70])=[CH:84][CH:85]=1)=[O:47])[CH2:44][CH2:43]2)(=[O:37])[C:33]1[CH:32]=[CH:31][CH:30]=[CH:35][CH:34]=1. The yield is 0.450. (7) The yield is 0.870. The catalyst is C(O)(=O)C.O. The reactants are [N:1]1([C:10]2[N:14]([CH3:15])[N:13]=[C:12]([CH3:16])[C:11]=2[CH:17]=O)[C:9]2[C:4](=[CH:5][CH:6]=[CH:7][CH:8]=2)[CH:3]=[CH:2]1.C(O)(=O)[CH2:20][C:21]([OH:23])=[O:22].N1CCCC1.Cl. The product is [N:1]1([C:10]2[N:14]([CH3:15])[N:13]=[C:12]([CH3:16])[C:11]=2/[CH:17]=[CH:20]/[C:21]([OH:23])=[O:22])[C:9]2[C:4](=[CH:5][CH:6]=[CH:7][CH:8]=2)[CH:3]=[CH:2]1. (8) No catalyst specified. The product is [C:1]12([NH:11][CH2:18][C:17]3[CH:20]=[CH:21][C:14]([S:13][CH3:12])=[CH:15][CH:16]=3)[CH2:8][CH:7]3[CH2:6][CH:5]([CH2:4][CH:3]([CH2:9]3)[CH2:2]1)[CH2:10]2. The reactants are [C:1]12([NH2:11])[CH2:10][CH:5]3[CH2:6][CH:7]([CH2:9][CH:3]([CH2:4]3)[CH2:2]1)[CH2:8]2.[CH3:12][S:13][C:14]1[CH:21]=[CH:20][C:17]([CH:18]=O)=[CH:16][CH:15]=1. The yield is 0.720. (9) The reactants are [Br:1][C:2]1[CH:25]=[CH:24][C:5]([NH:6][CH:7]=[C:8]([C:22]#[N:23])[C:9]([NH:11][C:12]2[CH:17]=[C:16]([O:18][CH3:19])[C:15]([Cl:20])=[CH:14][C:13]=2[Cl:21])=O)=[CH:4][C:3]=1[O:26][CH3:27].CO.P(Cl)(Cl)(Cl)=O. The catalyst is C(#N)C. The product is [Br:1][C:2]1[CH:25]=[C:24]2[C:5](=[CH:4][C:3]=1[O:26][CH3:27])[N:6]=[CH:7][C:8]([C:22]#[N:23])=[C:9]2[NH:11][C:12]1[CH:17]=[C:16]([O:18][CH3:19])[C:15]([Cl:20])=[CH:14][C:13]=1[Cl:21]. The yield is 0.390. (10) The reactants are [CH3:1][C:2]1[CH:7]=[C:6]([N+:8]([O-:10])=[O:9])[C:5]([O:11][CH3:12])=[CH:4][C:3]=1[C:13]1[CH:18]=[CH:17][N:16]=[CH:15][CH:14]=1.[I:19][CH2:20][CH2:21][CH3:22]. The catalyst is CC(=O)C(C)(C)C.CC(C)=O. The product is [I-:19].[CH3:1][C:2]1[CH:7]=[C:6]([N+:8]([O-:10])=[O:9])[C:5]([O:11][CH3:12])=[CH:4][C:3]=1[C:13]1[CH:18]=[CH:17][N+:16]([CH2:20][CH2:21][CH3:22])=[CH:15][CH:14]=1. The yield is 0.860.